This data is from Full USPTO retrosynthesis dataset with 1.9M reactions from patents (1976-2016). The task is: Predict the reactants needed to synthesize the given product. (1) Given the product [Cl:1][C:2]1[N:3]=[C:4]([N:18]2[CH2:23][CH2:22][O:21][CH2:20][CH2:19]2)[C:5]2[S:10][C:9]([C:11]3[CH:12]=[C:13]([NH:17][C:33]([CH2:32][NH:31][C:24](=[O:25])[O:26][C:27]([CH3:29])([CH3:28])[CH3:30])=[O:34])[CH:14]=[CH:15][CH:16]=3)=[CH:8][C:6]=2[N:7]=1, predict the reactants needed to synthesize it. The reactants are: [Cl:1][C:2]1[N:3]=[C:4]([N:18]2[CH2:23][CH2:22][O:21][CH2:20][CH2:19]2)[C:5]2[S:10][C:9]([C:11]3[CH:12]=[C:13]([NH2:17])[CH:14]=[CH:15][CH:16]=3)=[CH:8][C:6]=2[N:7]=1.[C:24]([NH:31][CH2:32][C:33](O)=[O:34])([O:26][C:27]([CH3:30])([CH3:29])[CH3:28])=[O:25]. (2) Given the product [OH:13][CH:8]1[CH:7]([NH:6][C:5]([C@H:44]2[N:41]3[C:42](=[O:43])[C@@H:35]([NH:34][C:26](=[O:33])[C:27]4[CH:28]=[CH:29][CH:30]=[CH:31][CH:32]=4)[CH2:36][CH2:37][CH2:38][CH2:39][C@H:40]3[CH2:46][CH2:45]2)=[O:16])[CH2:11][C:10](=[O:12])[O:9]1, predict the reactants needed to synthesize it. The reactants are: C(O[C:5](=[O:16])[NH:6][CH:7]1[CH2:11][C:10](=[O:12])[O:9][CH:8]1[O:13]CC)C=C.N1C(=O)CC(=O)NC1=O.[C:26]([NH:34][CH:35]1[C:42](=[O:43])[N:41]2[CH:44](C(O)=O)[CH2:45][CH2:46][CH:40]2[CH2:39][CH:38](C)[CH2:37][CH2:36]1)(=[O:33])[C:27]1[CH:32]=[CH:31][CH:30]=[CH:29][CH:28]=1.C1C=CC2N(O)N=NC=2C=1.CCN=C=NCCCN(C)C.C(O)(C(F)(F)F)=O. (3) Given the product [OH:2][C:3]1[CH:4]=[CH:5][C:6]2[CH2:12][CH2:11][C:10]([CH3:13])([CH3:14])[C:9](=[O:15])[NH:8][C:7]=2[CH:16]=1, predict the reactants needed to synthesize it. The reactants are: C[O:2][C:3]1[CH:4]=[CH:5][C:6]2[CH2:12][CH2:11][C:10]([CH3:14])([CH3:13])[C:9](=[O:15])[NH:8][C:7]=2[CH:16]=1.B(Br)(Br)Br.CCOCC. (4) Given the product [C:1]([C:3]1[C:4]([CH:27]2[CH2:32][CH2:31][O:30][CH2:29][CH2:28]2)=[CH:5][C:6]([NH:9][C:10]([N:12]2[C:21]3[C:16](=[CH:17][CH:18]=[C:19]([CH:22]([O:25][CH3:26])[O:23][CH3:24])[N:20]=3)[CH2:15][CH2:14][CH2:13]2)=[O:11])=[N:7][CH:8]=1)#[N:2], predict the reactants needed to synthesize it. The reactants are: [C:1]([C:3]1[C:4]([C:27]2[CH2:28][CH2:29][O:30][CH2:31][CH:32]=2)=[CH:5][C:6]([NH:9][C:10]([N:12]2[C:21]3[C:16](=[CH:17][CH:18]=[C:19]([CH:22]([O:25][CH3:26])[O:23][CH3:24])[N:20]=3)[CH2:15][CH2:14][CH2:13]2)=[O:11])=[N:7][CH:8]=1)#[N:2]. (5) Given the product [Si:29]([O:22][C@@H:9]1[C@@H:8]([CH2:7][O:6][N:5]2[C:4](=[O:23])[C:3]3=[CH:24][CH:25]=[CH:26][CH:27]=[C:2]3[C:1]2=[O:28])[O:12][C@@H:11]([N:13]2[CH:21]=[C:19]([CH3:20])[C:17](=[O:18])[NH:16][C:14]2=[O:15])[CH2:10]1)([C:42]([CH3:45])([CH3:44])[CH3:43])([C:36]1[CH:37]=[CH:38][CH:39]=[CH:40][CH:41]=1)[C:30]1[CH:35]=[CH:34][CH:33]=[CH:32][CH:31]=1, predict the reactants needed to synthesize it. The reactants are: [C:1]1(=[O:28])[N:5]([O:6][CH2:7][C@H:8]2[O:12][C@@H:11]([N:13]3[CH:21]=[C:19]([CH3:20])[C:17](=[O:18])[NH:16][C:14]3=[O:15])[CH2:10][C@@H:9]2[OH:22])[C:4](=[O:23])[C:3]2=[CH:24][CH:25]=[CH:26][CH:27]=[C:2]12.[Si:29](Cl)([C:42]([CH3:45])([CH3:44])[CH3:43])([C:36]1[CH:41]=[CH:40][CH:39]=[CH:38][CH:37]=1)[C:30]1[CH:35]=[CH:34][CH:33]=[CH:32][CH:31]=1.N1C=CN=C1. (6) Given the product [CH2:10]([C:8]1[O:9][C:5]2[CH:4]=[CH:3][C:2]([NH:1][S:44]([CH3:43])(=[O:46])=[O:45])=[CH:36][C:6]=2[C:7]=1[C:14](=[O:15])[C:16]1[CH:21]=[CH:20][C:19]([O:22][CH2:23][CH:24]([OH:35])[CH2:25][N:26]([CH2:27][CH2:28][CH2:29][CH3:30])[CH2:31][CH2:32][CH2:33][CH3:34])=[CH:18][CH:17]=1)[CH2:11][CH2:12][CH3:13], predict the reactants needed to synthesize it. The reactants are: [NH2:1][C:2]1[CH:3]=[CH:4][C:5]2[O:9][C:8]([CH2:10][CH2:11][CH2:12][CH3:13])=[C:7]([C:14]([C:16]3[CH:21]=[CH:20][C:19]([O:22][CH2:23][CH:24]([OH:35])[CH2:25][N:26]([CH2:31][CH2:32][CH2:33][CH3:34])[CH2:27][CH2:28][CH2:29][CH3:30])=[CH:18][CH:17]=3)=[O:15])[C:6]=2[CH:36]=1.N1C=CC=CC=1.[CH3:43][S:44](Cl)(=[O:46])=[O:45]. (7) Given the product [C:37]([O:41][C:42](=[O:43])[NH:44][C@@H:45]([CH:49]1[CH2:50][CH2:51][CH2:52][CH2:53][CH2:54]1)[C:46]([N:17]1[C@H:16]([C:14](=[O:15])[NH:13][C@H:6]2[C:7]3[C:12](=[CH:11][CH:10]=[CH:9][CH:8]=3)[O:3][CH2:4][CH2:5]2)[CH2:21][N:20]2[CH2:22][C@H:23]([O:25][CH2:26][CH3:27])[CH2:24][C@@H:19]2[CH2:18]1)=[O:47])([CH3:40])([CH3:38])[CH3:39], predict the reactants needed to synthesize it. The reactants are: Cl.Cl.[O:3]1[C:12]2[C:7](=[CH:8][CH:9]=[CH:10][CH:11]=2)[C@H:6]([NH:13][C:14]([C@@H:16]2[CH2:21][N:20]3[CH2:22][C@H:23]([O:25][CH2:26][CH3:27])[CH2:24][C@@H:19]3[CH2:18][NH:17]2)=[O:15])[CH2:5][CH2:4]1.C(N(CC)C(C)C)(C)C.[C:37]([O:41][C:42]([NH:44][C@@H:45]([CH:49]1[CH2:54][CH2:53][CH2:52][CH2:51][CH2:50]1)[C:46](O)=[O:47])=[O:43])([CH3:40])([CH3:39])[CH3:38].F[P-](F)(F)(F)(F)F.N1(OC(N(C)C)=[N+](C)C)C2N=CC=CC=2N=N1.